This data is from Forward reaction prediction with 1.9M reactions from USPTO patents (1976-2016). The task is: Predict the product of the given reaction. (1) Given the reactants [CH2:1]1[C:10]2[C:5](=[CH:6][CH:7]=[CH:8][CH:9]=2)[CH2:4][CH2:3][N:2]1[NH2:11].C(N(CC)C(C)C)(C)C.Cl[C:22]([O:24][C:25]1[CH:30]=[CH:29][C:28]([O:31][CH3:32])=[CH:27][CH:26]=1)=[O:23], predict the reaction product. The product is: [CH3:32][O:31][C:28]1[CH:29]=[CH:30][C:25]([O:24][C:22](=[O:23])[NH:11][N:2]2[CH2:3][CH2:4][C:5]3[C:10](=[CH:9][CH:8]=[CH:7][CH:6]=3)[CH2:1]2)=[CH:26][CH:27]=1. (2) Given the reactants [H-].[Al+3].[Li+].[H-].[H-].[H-].[C:7]([CH:9]1[CH2:14][CH2:13][CH2:12][C:11](=[O:15])[CH2:10]1)#[N:8].[OH-].[Na+].Cl.C(OCC)C.C(=O)([O-])[O-].[K+].[K+].C([O:32][C:33]([C:35]1[CH:45]=[CH:44][CH:43]=[C:37]2C(N[C:41](=[O:42])[C:36]=12)=O)=O)C, predict the reaction product. The product is: [OH:15][C@@H:11]1[CH2:12][CH2:13][CH2:14][C@H:9]([CH2:7][N:8]2[C:33](=[O:32])[C:35]3[C:36](=[CH:37][CH:43]=[CH:44][CH:45]=3)[C:41]2=[O:42])[CH2:10]1. (3) Given the reactants [Cl:1][C:2]1[CH:3]=[C:4]([C:8]([N:10]2[CH2:15][CH2:14][N:13](C(OC(C)(C)C)=O)[CH2:12][CH2:11]2)=[O:9])[CH:5]=[CH:6][CH:7]=1.FC(F)(F)C(O)=O, predict the reaction product. The product is: [Cl:1][C:2]1[CH:3]=[C:4]([C:8]([N:10]2[CH2:11][CH2:12][NH:13][CH2:14][CH2:15]2)=[O:9])[CH:5]=[CH:6][CH:7]=1. (4) Given the reactants I.[Cl:2][C:3]1[CH:4]=[CH:5][C:6]2[C:7]([C:11]=1[N+:12]([O-:14])=[O:13])=[N:8][Se][N:10]=2.OS([O-])=O.[Na+].[OH-].[Na+], predict the reaction product. The product is: [Cl:2][C:3]1[C:11]([N+:12]([O-:14])=[O:13])=[C:7]([NH2:8])[C:6]([NH2:10])=[CH:5][CH:4]=1. (5) Given the reactants [C:1]1([CH3:16])[CH:6]=[CH:5][C:4]([O:7][C:8]2[C:13]([CH2:14][NH2:15])=[CH:12][N:11]=[CH:10][N:9]=2)=[CH:3][CH:2]=1.CCN(C(C)C)C(C)C.Cl[C:27]1[N:32]=[C:31]([Cl:33])[C:30]([C:34]([F:37])([F:36])[F:35])=[CH:29][N:28]=1, predict the reaction product. The product is: [Cl:33][C:31]1[C:30]([C:34]([F:36])([F:35])[F:37])=[CH:29][N:28]=[C:27]([NH:15][CH2:14][C:13]2[C:8]([O:7][C:4]3[CH:3]=[CH:2][C:1]([CH3:16])=[CH:6][CH:5]=3)=[N:9][CH:10]=[N:11][CH:12]=2)[N:32]=1. (6) Given the reactants [NH:1]1[CH2:5][CH2:4][C@@H:3]([NH:6][C:7]2[CH:12]=[CH:11][CH:10]=[CH:9][N:8]=2)[CH2:2]1.[F:13][C:14]1[CH:22]=[CH:21][C:20]([CH:23]=[O:24])=[CH:19][C:15]=1[C:16](O)=[O:17].F[P-](F)(F)(F)(F)F.N1(OC(N(C)C)=[N+](C)C)C2C=CC=CC=2N=N1.C(N(CC)C(C)C)(C)C, predict the reaction product. The product is: [F:13][C:14]1[CH:22]=[CH:21][C:20]([CH:23]=[O:24])=[CH:19][C:15]=1[C:16]([N:1]1[CH2:5][CH2:4][C@@H:3]([NH:6][C:7]2[CH:12]=[CH:11][CH:10]=[CH:9][N:8]=2)[CH2:2]1)=[O:17]. (7) Given the reactants [Cl:1][C:2]1[C:3]([O:12][C:13]2[CH:18]=[C:17]([O:19][CH:20]([CH3:22])[CH3:21])[CH:16]=[CH:15][C:14]=2/[CH:23]=[C:24](\[CH3:28])/[C:25](O)=[O:26])=[N:4][CH:5]=[C:6]([C:8]([F:11])([F:10])[F:9])[CH:7]=1.Cl.C(N=C=NCCCN(C)C)C.[CH3:41][O:42][CH2:43][CH2:44][CH2:45][NH:46][S:47]([NH2:50])(=[O:49])=[O:48].Cl, predict the reaction product. The product is: [Cl:1][C:2]1[C:3]([O:12][C:13]2[CH:18]=[C:17]([O:19][CH:20]([CH3:22])[CH3:21])[CH:16]=[CH:15][C:14]=2/[CH:23]=[C:24](\[CH3:28])/[C:25]([NH:50][S:47]([NH:46][CH2:45][CH2:44][CH2:43][O:42][CH3:41])(=[O:49])=[O:48])=[O:26])=[N:4][CH:5]=[C:6]([C:8]([F:11])([F:9])[F:10])[CH:7]=1.